Predict the reaction yield, written as a fraction of the theoretical maximum amount of product (1.0 means a 100% yield; for example, 0.34 means a 34% yield). From a dataset of Reaction yield outcomes from USPTO patents with 853,638 reactions. (1) The product is [C:1]([C:5]1[CH:10]=[CH:9][C:8]([N:11]2[C:15](=[O:16])[C:14](=[C:17]([NH:32][NH:31][C:29](=[O:30])[C:28]3[CH:33]=[CH:34][C:25]([C:23]([O:22][CH3:21])=[O:24])=[C:26]([N+:35]([O-:37])=[O:36])[CH:27]=3)[CH3:18])[C:13]([CH3:20])=[N:12]2)=[CH:7][CH:6]=1)([CH3:4])([CH3:3])[CH3:2]. The reactants are [C:1]([C:5]1[CH:10]=[CH:9][C:8]([N:11]2[C:15]([OH:16])=[C:14]([C:17](=O)[CH3:18])[C:13]([CH3:20])=[N:12]2)=[CH:7][CH:6]=1)([CH3:4])([CH3:3])[CH3:2].[CH3:21][O:22][C:23]([C:25]1[CH:34]=[CH:33][C:28]([C:29]([NH:31][NH2:32])=[O:30])=[CH:27][C:26]=1[N+:35]([O-:37])=[O:36])=[O:24]. The catalyst is CN(C=O)C. The yield is 0.550. (2) The reactants are [Br:1][C:2]1[C:7]([F:8])=[CH:6][C:5]([S:9](Cl)(=[O:11])=[O:10])=[C:4]([F:13])[CH:3]=1.[CH3:14][N:15]1[CH2:20][CH2:19][NH:18][CH2:17][CH2:16]1. No catalyst specified. The product is [Br:1][C:2]1[C:7]([F:8])=[CH:6][C:5]([S:9]([N:18]2[CH2:19][CH2:20][N:15]([CH3:14])[CH2:16][CH2:17]2)(=[O:11])=[O:10])=[C:4]([F:13])[CH:3]=1. The yield is 0.970. (3) The reactants are [Br:1][C:2]1[C:3](=[O:17])[NH:4][C:5](=[O:16])[N:6]([CH2:8][CH2:9][C:10]2[CH:15]=[CH:14][CH:13]=[CH:12]C=2)[N:7]=1.C(Br)C1C=CC=CC=1. No catalyst specified. The product is [CH2:8]([N:6]1[C:5](=[O:16])[NH:4][C:3](=[O:17])[C:2]([Br:1])=[N:7]1)[C:9]1[CH:10]=[CH:15][CH:14]=[CH:13][CH:12]=1. The yield is 0.710. (4) The reactants are [Br:1][C:2]1[C:11]([CH2:12][OH:13])=[C:10]2[C:5]([NH:6][C:7]([CH3:16])([CH3:15])[C:8](=[O:14])[NH:9]2)=[CH:4][CH:3]=1.CI.[C:19](=O)([O-])[O-].C(OCC)(=O)C. The catalyst is CN(C)C=O.O. The product is [Br:1][C:2]1[C:11]([CH2:12][OH:13])=[C:10]2[C:5]([NH:6][C:7]([CH3:16])([CH3:15])[C:8](=[O:14])[N:9]2[CH3:19])=[CH:4][CH:3]=1. The yield is 0.690. (5) The reactants are [Cl:1][C:2]1[CH:7]=[CH:6][C:5]([CH2:8][CH2:9][N:10]([CH2:32][CH2:33][CH2:34][CH2:35][CH2:36][CH2:37][CH3:38])[C:11](=[O:31])[CH2:12][C:13]2[CH:30]=[CH:29][C:16]([CH2:17][O:18][C:19]3[CH:28]=[CH:27][CH:26]=[CH:25][C:20]=3[C:21]([O:23]C)=[O:22])=[CH:15][CH:14]=2)=[CH:4][CH:3]=1.[OH-].[K+]. The catalyst is CCO. The product is [Cl:1][C:2]1[CH:3]=[CH:4][C:5]([CH2:8][CH2:9][N:10]([CH2:32][CH2:33][CH2:34][CH2:35][CH2:36][CH2:37][CH3:38])[C:11](=[O:31])[CH2:12][C:13]2[CH:30]=[CH:29][C:16]([CH2:17][O:18][C:19]3[CH:28]=[CH:27][CH:26]=[CH:25][C:20]=3[C:21]([OH:23])=[O:22])=[CH:15][CH:14]=2)=[CH:6][CH:7]=1. The yield is 0.768. (6) The reactants are [Cl-].[CH:2]1[C:10]2[C:9]3[CH:11]=[CH:12][CH:13]=[CH:14][C:8]=3[O:7][C:6]=2[C:5]([C:15]2[CH:37]=[CH:36][C:18]3[N:19]([C:28]4[CH:33]=[C:32]([CH3:34])[CH:31]=[C:30]([CH3:35])[CH:29]=4)[CH:20]=[N+:21]([C:22]4[CH:27]=[CH:26][CH:25]=[CH:24][CH:23]=4)[C:17]=3[CH:16]=2)=[CH:4][CH:3]=1.[CH3:38][OH:39]. The catalyst is C[O-].[Na+]. The product is [CH:2]1[C:10]2[C:9]3[CH:11]=[CH:12][CH:13]=[CH:14][C:8]=3[O:7][C:6]=2[C:5]([C:15]2[CH:37]=[CH:36][C:18]3[N:19]([C:28]4[CH:33]=[C:32]([CH3:34])[CH:31]=[C:30]([CH3:35])[CH:29]=4)[CH:20]([O:39][CH3:38])[N:21]([C:22]4[CH:27]=[CH:26][CH:25]=[CH:24][CH:23]=4)[C:17]=3[CH:16]=2)=[CH:4][CH:3]=1. The yield is 0.850. (7) The reactants are [C:1]1(C)[C:2]([S:7](Cl)(=[O:9])=[O:8])=[CH:3][CH:4]=[CH:5][CH:6]=1.[Br:12][C:13]1[CH:18]=[CH:17][N:16]=[C:15]2[NH:19][CH:20]=[CH:21][C:14]=12.[OH-].[Na+].[CH2:24](Cl)Cl. The catalyst is S([O-])(O)(=O)=O.C([N+](CCCC)(CCCC)CCCC)CCC.O. The product is [Br:12][C:13]1[CH:18]=[CH:17][N:16]=[C:15]2[N:19]([S:7]([C:2]3[CH:1]=[CH:6][C:5]([CH3:24])=[CH:4][CH:3]=3)(=[O:8])=[O:9])[CH:20]=[CH:21][C:14]=12. The yield is 0.800. (8) The reactants are [F:1][C:2]([F:14])([F:13])[C:3]1[CH:8]=[CH:7][N:6]=[C:5]([C:9](OC)=[O:10])[N:4]=1.O.[NH2:16][NH2:17]. The catalyst is CCO. The product is [F:1][C:2]([F:14])([F:13])[C:3]1[CH:8]=[CH:7][N:6]=[C:5]([C:9]([NH:16][NH2:17])=[O:10])[N:4]=1. The yield is 0.850. (9) The yield is 0.970. The reactants are [Cl:1][C:2]1[C:11]([CH:12]=O)=[CH:10][C:9]2[C:4](=[CH:5][CH:6]=[C:7]([O:14][CH3:15])[CH:8]=2)[N:3]=1.[N:16]1[CH:21]=[CH:20][CH:19]=[CH:18][C:17]=1[CH2:22][C:23]#[N:24]. No catalyst specified. The product is [Cl:1][C:2]1[C:11](/[CH:12]=[C:22](/[C:17]2[CH:18]=[CH:19][CH:20]=[CH:21][N:16]=2)\[C:23]#[N:24])=[CH:10][C:9]2[C:4](=[CH:5][CH:6]=[C:7]([O:14][CH3:15])[CH:8]=2)[N:3]=1. (10) The reactants are [CH3:1][S:2][C:3]1[NH:4][C:5]2[C:10](=[O:11])[N:9]([CH2:12][C:13]3[C:22]4[C:17](=[CH:18][CH:19]=[CH:20][CH:21]=4)[CH:16]=[CH:15][CH:14]=3)[N:8]=[CH:7][C:6]=2[N:23]=1.[CH2:24](Br)[C:25]1[CH:30]=[CH:29][CH:28]=[CH:27][CH:26]=1.C(=O)([O-])[O-].[K+].[K+]. The catalyst is CN(C)C=O.O. The product is [CH2:24]([N:4]1[C:5]2[C:10](=[O:11])[N:9]([CH2:12][C:13]3[C:22]4[C:17](=[CH:18][CH:19]=[CH:20][CH:21]=4)[CH:16]=[CH:15][CH:14]=3)[N:8]=[CH:7][C:6]=2[N:23]=[C:3]1[S:2][CH3:1])[C:25]1[CH:30]=[CH:29][CH:28]=[CH:27][CH:26]=1. The yield is 0.547.